From a dataset of Full USPTO retrosynthesis dataset with 1.9M reactions from patents (1976-2016). Predict the reactants needed to synthesize the given product. Given the product [Br:2][CH2:8][C@@H:9]1[CH2:13][C:12]([F:15])([F:14])[CH2:11][N:10]1[C:16]1[CH:21]=[CH:20][C:19]([N+:22]([O-:24])=[O:23])=[C:18]([C:25]([F:28])([F:27])[F:26])[CH:17]=1, predict the reactants needed to synthesize it. The reactants are: [Na+].[Br-:2].CS(O[CH2:8][C@@H:9]1[CH2:13][C:12]([F:15])([F:14])[CH2:11][N:10]1[C:16]1[CH:21]=[CH:20][C:19]([N+:22]([O-:24])=[O:23])=[C:18]([C:25]([F:28])([F:27])[F:26])[CH:17]=1)(=O)=O.